From a dataset of Catalyst prediction with 721,799 reactions and 888 catalyst types from USPTO. Predict which catalyst facilitates the given reaction. (1) The catalyst class is: 69. Reactant: [CH3:1][O:2][C:3]1[CH:10]=[CH:9][C:8]([O:11][C:12]([F:15])([F:14])[F:13])=[CH:7][C:4]=1[CH:5]=[O:6].O1CCCC1.[BH4-].[Na+].CO. Product: [CH3:1][O:2][C:3]1[CH:10]=[CH:9][C:8]([O:11][C:12]([F:13])([F:14])[F:15])=[CH:7][C:4]=1[CH2:5][OH:6]. (2) Reactant: C(OC([N:8]1[CH2:13][CH2:12][CH:11]([N:14]([CH2:28][C:29]2[CH:34]=[CH:33][C:32]([Br:35])=[CH:31][CH:30]=2)[C:15]([C:17]2[CH:22]=[CH:21][C:20]([CH2:23][CH2:24][CH2:25][CH2:26][CH3:27])=[CH:19][N:18]=2)=[O:16])[CH2:10][CH2:9]1)=O)(C)(C)C.[C:36]([OH:42])([C:38]([F:41])([F:40])[F:39])=[O:37]. Product: [F:39][C:38]([F:41])([F:40])[C:36]([OH:42])=[O:37].[Br:35][C:32]1[CH:31]=[CH:30][C:29]([CH2:28][N:14]([CH:11]2[CH2:10][CH2:9][NH:8][CH2:13][CH2:12]2)[C:15]([C:17]2[CH:22]=[CH:21][C:20]([CH2:23][CH2:24][CH2:25][CH2:26][CH3:27])=[CH:19][N:18]=2)=[O:16])=[CH:34][CH:33]=1. The catalyst class is: 2. (3) Reactant: [N:1]1[NH:2][N:3]=[N:4][C:5]=1[C:6]1[CH:26]=[CH:25][C:9]2[N:10]([CH2:13][C:14]3[CH:24]=[CH:23][C:17]4[N:18]=[C:19]([S:21][CH3:22])[S:20][C:16]=4[CH:15]=3)[CH:11]=[N:12][C:8]=2[CH:7]=1.[C:27]([O-])([O-])=O.[Cs+].[Cs+].IC. Product: [CH3:27][N:3]1[N:2]=[N:1][C:5]([C:6]2[CH:26]=[CH:25][C:9]3[N:10]([CH2:13][C:14]4[CH:24]=[CH:23][C:17]5[N:18]=[C:19]([S:21][CH3:22])[S:20][C:16]=5[CH:15]=4)[CH:11]=[N:12][C:8]=3[CH:7]=2)=[N:4]1. The catalyst class is: 3. (4) Reactant: C[O:2][C:3](=O)[C:4]1[CH:9]=[C:8]([C:10]2[CH:19]=[CH:18][C:17]3[N:16]([CH3:20])[C:15](=[O:21])[CH2:14][CH2:13][C:12]=3[N:11]=2)[CH:7]=[N:6][CH:5]=1.[BH4-].[Na+]. Product: [OH:2][CH2:3][C:4]1[CH:9]=[C:8]([C:10]2[N:11]=[C:12]3[C:17](=[CH:18][CH:19]=2)[N:16]([CH3:20])[C:15](=[O:21])[CH2:14][CH2:13]3)[CH:7]=[N:6][CH:5]=1. The catalyst class is: 5. (5) Reactant: [Cl:1][C:2]1[S:6][C:5]([NH:7][C:8](=[O:41])[N:9]([CH2:25][CH2:26][NH:27][C@@H:28]2[CH2:33][CH2:32][CH2:31][N:30](C(OC(C)(C)C)=O)[CH2:29]2)[CH2:10][CH2:11][CH:12]([C:19]2[CH:24]=[CH:23][CH:22]=[CH:21][CH:20]=2)[C:13]2[CH:18]=[CH:17][CH:16]=[CH:15][CH:14]=2)=[N:4][C:3]=1[C:42]1[CH:47]=[CH:46][C:45]([NH:48][S:49]([CH3:52])(=[O:51])=[O:50])=[CH:44][CH:43]=1.FC(F)(F)C(O)=O. Product: [Cl:1][C:2]1[S:6][C:5]([NH:7][C:8](=[O:41])[N:9]([CH2:10][CH2:11][CH:12]([C:13]2[CH:18]=[CH:17][CH:16]=[CH:15][CH:14]=2)[C:19]2[CH:24]=[CH:23][CH:22]=[CH:21][CH:20]=2)[CH2:25][CH2:26][NH:27][C@@H:28]2[CH2:33][CH2:32][CH2:31][NH:30][CH2:29]2)=[N:4][C:3]=1[C:42]1[CH:47]=[CH:46][C:45]([NH:48][S:49]([CH3:52])(=[O:50])=[O:51])=[CH:44][CH:43]=1. The catalyst class is: 4. (6) Reactant: C(O)(C(F)(F)F)=O.[Cl:8][C:9]1[CH:10]=[N:11][CH:12]=[C:13]([F:28])[C:14]=1[C:15]1[CH2:16][CH2:17][N:18](C(OC(C)(C)C)=O)[CH2:19][CH:20]=1. Product: [Cl:8][C:9]1[CH:10]=[N:11][CH:12]=[C:13]([F:28])[C:14]=1[C:15]1[CH2:16][CH2:17][NH:18][CH2:19][CH:20]=1. The catalyst class is: 2. (7) Reactant: Br.[OH:2][C:3]1[CH:4]=[C:5]2[C:10](=[CH:11][C:12]=1[CH:13]=[O:14])[CH2:9][NH:8][CH2:7][CH2:6]2.Cl.[C:16](Cl)(=[O:23])[C:17]1[CH:22]=[CH:21][CH:20]=[N:19][CH:18]=1.C(N(C(C)C)C(C)C)C.[O-]S([O-])(=O)=O.[Mg+2]. Product: [OH:2][C:3]1[CH:4]=[C:5]2[C:10](=[CH:11][C:12]=1[CH:13]=[O:14])[CH2:9][N:8]([C:16]([C:17]1[CH:18]=[N:19][CH:20]=[CH:21][CH:22]=1)=[O:23])[CH2:7][CH2:6]2. The catalyst class is: 26. (8) Reactant: Br[C:2]1[C:3]([CH3:11])=[C:4]([C:7]([O:9][CH3:10])=[O:8])[O:5][CH:6]=1.[Br-].[CH:13]1([CH2:19][Zn+])[CH2:18][CH2:17][CH2:16][CH2:15][CH2:14]1. Product: [CH:13]1([CH2:19][C:2]2[C:3]([CH3:11])=[C:4]([C:7]([O:9][CH3:10])=[O:8])[O:5][CH:6]=2)[CH2:18][CH2:17][CH2:16][CH2:15][CH2:14]1. The catalyst class is: 450. (9) Reactant: [C:1]([C:4]1([C:7]2[CH:12]=[CH:11][C:10]([N+:13]([O-:15])=[O:14])=[CH:9][CH:8]=2)[CH2:6][CH2:5]1)(=[O:3])[CH3:2].[CH2:16](O)[CH2:17][OH:18].C1(C)C=CC(S([O-])(=O)=O)=CC=1.[NH+]1C=CC=CC=1. Product: [CH3:2][C:1]1([C:4]2([C:7]3[CH:12]=[CH:11][C:10]([N+:13]([O-:15])=[O:14])=[CH:9][CH:8]=3)[CH2:6][CH2:5]2)[O:18][CH2:17][CH2:16][O:3]1. The catalyst class is: 48.